This data is from Forward reaction prediction with 1.9M reactions from USPTO patents (1976-2016). The task is: Predict the product of the given reaction. (1) Given the reactants Cl.[CH2:2]([O:4][C:5](=[O:8])[CH2:6][NH2:7])[CH3:3].C1(C)C(S(O)(=O)=O)=CC=CC=1.C(N(CC)CC)C.[CH:27](OCC)=[O:28], predict the reaction product. The product is: [CH:27]([NH:7][CH2:6][C:5]([O:4][CH2:2][CH3:3])=[O:8])=[O:28]. (2) Given the reactants [OH:1][CH2:2][C:3]1([CH2:7][OH:8])[CH2:6][CH2:5][CH2:4]1.Cl[C:10]1[C:11]2[S:18][CH:17]=[CH:16][C:12]=2[N:13]=[CH:14][N:15]=1, predict the reaction product. The product is: [N:13]1[C:12]2[CH:16]=[CH:17][S:18][C:11]=2[C:10]([O:1][CH2:2][C:3]2([CH2:7][OH:8])[CH2:6][CH2:5][CH2:4]2)=[N:15][CH:14]=1. (3) The product is: [CH2:7]([CH:14]([CH2:18][CH2:19][C:20]1[CH:25]=[CH:24][CH:23]=[CH:22][CH:21]=1)[C:15]([O:17][CH2:5][O:4][C:1](=[O:3])[CH3:2])=[O:16])[C:8]1[CH:9]=[CH:10][CH:11]=[CH:12][CH:13]=1. Given the reactants [C:1]([O:4][CH2:5]Br)(=[O:3])[CH3:2].[CH2:7]([CH:14]([CH2:18][CH2:19][C:20]1[CH:25]=[CH:24][CH:23]=[CH:22][CH:21]=1)[C:15]([OH:17])=[O:16])[C:8]1[CH:13]=[CH:12][CH:11]=[CH:10][CH:9]=1.CCN(C(C)C)C(C)C.O, predict the reaction product. (4) Given the reactants [F:1][C:2]([F:15])([F:14])[S:3]([O:6]S(C(F)(F)F)(=O)=O)(=[O:5])=[O:4].[CH3:16][O:17][C:18]1[C:26]2[O:25][CH2:24][C:23](=O)[C:22]=2[CH:21]=[CH:20][CH:19]=1.C(N(CC)CC)C.C([O-])(O)=O.[Na+], predict the reaction product. The product is: [F:1][C:2]([F:15])([F:14])[S:3]([O:6][C:23]1[C:22]2[CH:21]=[CH:20][CH:19]=[C:18]([O:17][CH3:16])[C:26]=2[O:25][CH:24]=1)(=[O:5])=[O:4]. (5) Given the reactants [F:1][C:2]1[CH:7]=[C:6]([N+:8]([O-])=O)[CH:5]=[CH:4][C:3]=1[N:11]1[CH2:15][CH2:14][CH:13]([N:16]([CH3:18])[CH3:17])[CH2:12]1.[H][H], predict the reaction product. The product is: [NH2:8][C:6]1[CH:5]=[CH:4][C:3]([N:11]2[CH2:15][CH2:14][CH:13]([N:16]([CH3:17])[CH3:18])[CH2:12]2)=[C:2]([F:1])[CH:7]=1.